Dataset: Reaction yield outcomes from USPTO patents with 853,638 reactions. Task: Predict the reaction yield, written as a fraction of the theoretical maximum amount of product (1.0 means a 100% yield; for example, 0.34 means a 34% yield). (1) The reactants are [I:1][C:2]1[C:10]2[C:5](=[N:6][CH:7]=[N:8][C:9]=2[NH2:11])[NH:4][N:3]=1.O[C@H:13]1[CH2:18][CH2:17][CH2:16][N:15]([C:19]([O:21][C:22]([CH3:25])([CH3:24])[CH3:23])=[O:20])[CH2:14]1.C1(P(C2C=CC=CC=2)C2C=CC=CC=2)C=CC=CC=1.O1CCCC1.N(C(OC(C)C)=O)=NC(OC(C)C)=O. The catalyst is O1CCCC1. The product is [NH2:11][C:9]1[N:8]=[CH:7][N:6]=[C:5]2[N:4]([C@@H:17]3[CH2:18][CH2:13][CH2:14][N:15]([C:19]([O:21][C:22]([CH3:25])([CH3:24])[CH3:23])=[O:20])[CH2:16]3)[N:3]=[C:2]([I:1])[C:10]=12. The yield is 0.330. (2) The reactants are [CH3:1][O:2][C@:3]1([C:21]2[CH:30]=[CH:29][C:28]3[C:23](=[CH:24][C:25]([CH:33]=[CH2:34])=[C:26]([O:31][CH3:32])[CH:27]=3)[CH:22]=2)[CH2:7][N:6](C(OCC[Si](C)(C)C)=O)[C@H:5]([C:17]([O:19][CH3:20])=[O:18])[CH2:4]1.C([O-])(O)=O.[Na+]. The catalyst is CN(C=O)C. The product is [CH3:1][O:2][C@:3]1([C:21]2[CH:30]=[CH:29][C:28]3[C:23](=[CH:24][C:25]([CH:33]=[CH2:34])=[C:26]([O:31][CH3:32])[CH:27]=3)[CH:22]=2)[CH2:7][NH:6][C@H:5]([C:17]([O:19][CH3:20])=[O:18])[CH2:4]1. The yield is 0.740. (3) The reactants are [C:1]([OH:7])([C:3]([F:6])([F:5])[F:4])=[O:2].C(OC(=O)[NH:14][CH2:15][C:16](=[O:35])[N:17]1[CH2:22][CH2:21][N:20]([C:23](=[O:34])[C:24]2[CH:29]=[CH:28][CH:27]=[CH:26][C:25]=2[C:30]([F:33])([F:32])[F:31])[CH2:19][CH2:18]1)(C)(C)C. The catalyst is C(Cl)Cl. The product is [OH:7][C:1]([C:3]([F:6])([F:5])[F:4])=[O:2].[NH2:14][CH2:15][C:16]([N:17]1[CH2:18][CH2:19][N:20]([C:23](=[O:34])[C:24]2[CH:29]=[CH:28][CH:27]=[CH:26][C:25]=2[C:30]([F:33])([F:31])[F:32])[CH2:21][CH2:22]1)=[O:35]. The yield is 0.848. (4) The reactants are [NH2:1][C:2]1[N:6]([C:7]2[CH:12]=[CH:11][CH:10]=[CH:9][CH:8]=2)[N:5]=[C:4]([C:13]#[N:14])[CH:3]=1.N1C=CC=CC=1.[Br:21][C:22]1[CH:23]=[CH:24][C:25]([Cl:31])=[C:26]([CH:30]=1)[C:27](O)=[O:28].CCCP(=O)=O.C(=O)([O-])[O-].[K+].[K+]. The catalyst is CC1CCCO1.CCOC(C)=O. The product is [Br:21][C:22]1[CH:23]=[CH:24][C:25]([Cl:31])=[C:26]([CH:30]=1)[C:27]([NH:1][C:2]1[N:6]([C:7]2[CH:12]=[CH:11][CH:10]=[CH:9][CH:8]=2)[N:5]=[C:4]([C:13]#[N:14])[CH:3]=1)=[O:28]. The yield is 0.740. (5) The reactants are C([N:5]([CH2:9][C:10]1[CH:15]=[CH:14][C:13]([C:16]([NH:18][NH:19][C:20]([CH:22]2[CH2:28][CH2:27][CH:26]3[CH2:29][N:23]2[C:24](=[O:35])[N:25]3[O:30][S:31]([OH:34])(=[O:33])=[O:32])=[O:21])=[O:17])=[CH:12][CH:11]=1)C(=O)[O-])(C)(C)C.[NH+]1C=CC=CC=1.FC(F)(F)C(O)=O. No catalyst specified. The product is [NH2:5][CH2:9][C:10]1[CH:11]=[CH:12][C:13]([C:16]([NH:18][NH:19][C:20]([CH:22]2[CH2:28][CH2:27][CH:26]3[CH2:29][N:23]2[C:24](=[O:35])[N:25]3[O:30][S:31]([OH:34])(=[O:33])=[O:32])=[O:21])=[O:17])=[CH:14][CH:15]=1. The yield is 0.487. (6) The reactants are [C:1]([O:5][C:6]([N:8]1[CH2:13][CH2:12][C:11](=O)[CH2:10][CH2:9]1)=[O:7])([CH3:4])([CH3:3])[CH3:2].C(N(CC)CC)C.[CH2:22]([NH2:29])[C:23]1[CH:28]=[CH:27][CH:26]=[CH:25][CH:24]=1.C([BH3-])#N.[Na+]. The catalyst is CO. The product is [C:1]([O:5][C:6]([N:8]1[CH2:13][CH2:12][CH:11]([NH:29][CH2:22][C:23]2[CH:28]=[CH:27][CH:26]=[CH:25][CH:24]=2)[CH2:10][CH2:9]1)=[O:7])([CH3:4])([CH3:3])[CH3:2]. The yield is 0.820.